The task is: Predict the reactants needed to synthesize the given product.. This data is from Full USPTO retrosynthesis dataset with 1.9M reactions from patents (1976-2016). (1) Given the product [Cl:11][C:12]1[CH:17]=[CH:16][C:15]([CH2:18][CH2:19][CH2:20][OH:21])=[C:14]([C:24]([F:25])([F:26])[F:27])[CH:13]=1, predict the reactants needed to synthesize it. The reactants are: [H-].C([Al+]CC(C)C)C(C)C.[Cl:11][C:12]1[CH:17]=[CH:16][C:15]([CH2:18][CH2:19][C:20](OC)=[O:21])=[C:14]([C:24]([F:27])([F:26])[F:25])[CH:13]=1.Cl. (2) Given the product [F:19][CH:2]([F:1])[C@H:3]1[CH2:8][C@@H:7]([C:9]2[O:13][NH:12][C:11](=[O:14])[CH:10]=2)[CH2:6][CH2:5][NH:4]1, predict the reactants needed to synthesize it. The reactants are: [F:1][CH:2]([F:19])[C@H:3]1[CH2:8][C@@H:7]([C:9]2[O:13][NH:12][C:11](=[O:14])[CH:10]=2)[CH2:6][CH2:5][N:4]1C(OC)=O.Br. (3) Given the product [NH2:9][CH2:8][C:7]1[C:6](=[O:10])[N:5]2[N:11]([CH2:14][O:15][CH2:16][CH2:17][Si:18]([CH3:21])([CH3:20])[CH3:19])[CH:12]=[CH:13][C:4]2=[CH:3][C:2]=1[CH3:1], predict the reactants needed to synthesize it. The reactants are: [CH3:1][C:2]1[CH:3]=[C:4]2[CH:13]=[CH:12][N:11]([CH2:14][O:15][CH2:16][CH2:17][Si:18]([CH3:21])([CH3:20])[CH3:19])[N:5]2[C:6](=[O:10])[C:7]=1[C:8]#[N:9]. (4) Given the product [CH3:26][C:25]1[CH:24]=[CH:23][C:19]([C:20](=[O:22])[NH:28][CH3:27])=[CH:18][C:17]=1[NH:16][CH2:15][C:12]1[N:13]=[CH:14][C:9]([NH:8][C:6](=[O:7])[O:5][C:1]([CH3:4])([CH3:3])[CH3:2])=[N:10][CH:11]=1, predict the reactants needed to synthesize it. The reactants are: [C:1]([O:5][C:6]([NH:8][C:9]1[N:10]=[CH:11][C:12]([CH2:15][NH:16][C:17]2[CH:18]=[C:19]([CH:23]=[CH:24][C:25]=2[CH3:26])[C:20]([OH:22])=O)=[N:13][CH:14]=1)=[O:7])([CH3:4])([CH3:3])[CH3:2].[CH3:27][N:28](C(ON1N=NC2C=CC=NC1=2)=[N+](C)C)C.F[P-](F)(F)(F)(F)F.CCN(C(C)C)C(C)C.Cl.CN. (5) Given the product [C:26]([CH2:25][CH2:24][CH2:23][CH2:22][N:8]([CH2:7][CH2:6][CH2:5][C:3]#[N:4])[S:9]([C:12]1[C:17]([CH3:18])=[CH:16][C:15]([CH3:19])=[CH:14][C:13]=1[CH3:20])(=[O:10])=[O:11])#[N:27], predict the reactants needed to synthesize it. The reactants are: [H-].[Na+].[C:3]([CH2:5][CH2:6][CH2:7][NH:8][S:9]([C:12]1[C:17]([CH3:18])=[CH:16][C:15]([CH3:19])=[CH:14][C:13]=1[CH3:20])(=[O:11])=[O:10])#[N:4].Br[CH2:22][CH2:23][CH2:24][CH2:25][C:26]#[N:27].CCCCCC.CCOC(C)=O. (6) The reactants are: [C:1]1([N:7]2[C:11]([CH2:12][CH2:13][CH3:14])=[CH:10][C:9]([CH2:15][CH2:16][CH:17]=O)=[N:8]2)[CH:6]=[CH:5][CH:4]=[CH:3][CH:2]=1.[C:19]1([N:25]2[CH2:30][CH2:29][NH:28][CH2:27][CH2:26]2)[CH:24]=[CH:23][CH:22]=[CH:21][CH:20]=1.CCN(C(C)C)C(C)C.[BH-](OC(C)=O)(OC(C)=O)OC(C)=O.[Na+]. Given the product [C:19]1([N:25]2[CH2:30][CH2:29][N:28]([CH2:17][CH2:16][CH2:15][C:9]3[CH:10]=[C:11]([CH2:12][CH2:13][CH3:14])[N:7]([C:1]4[CH:6]=[CH:5][CH:4]=[CH:3][CH:2]=4)[N:8]=3)[CH2:27][CH2:26]2)[CH:24]=[CH:23][CH:22]=[CH:21][CH:20]=1, predict the reactants needed to synthesize it. (7) Given the product [CH2:34]([O:41][C:42]1[CH:43]=[CH:44][C:45]([Br:50])=[C:46]([CH:49]=1)[CH2:47][CH:2]1[O:3][CH2:4][CH2:54][O:55]1)[C:35]1[CH:40]=[CH:39][CH:38]=[CH:37][CH:36]=1, predict the reactants needed to synthesize it. The reactants are: [Cl-].[CH3:2][O:3][CH2:4][P+](C1C=CC=CC=1)(C1C=CC=CC=1)C1C=CC=CC=1.C[Si]([N-][Si](C)(C)C)(C)C.[Na+].[CH2:34]([O:41][C:42]1[CH:43]=[CH:44][C:45]([Br:50])=[C:46]([CH:49]=1)[CH:47]=O)[C:35]1[CH:40]=[CH:39][CH:38]=[CH:37][CH:36]=1.Cl.C1C[O:55][CH2:54]C1. (8) Given the product [CH3:35][CH:36]1[CH2:41][CH2:40][CH2:39][N:38]([C:42]2[O:43][C:44]([C:51]([NH:53][C:54]3[CH:55]=[CH:56][C:57]([C:60]4[C:61]([C:66]([N:68]5[CH2:72][CH2:71][CH2:70][C@H:69]5[C:73]([OH:75])=[O:74])=[O:67])=[CH:62][CH:63]=[CH:64][CH:65]=4)=[CH:58][CH:59]=3)=[O:52])=[C:45]([C:47]([F:50])([F:48])[F:49])[N:46]=2)[CH2:37]1, predict the reactants needed to synthesize it. The reactants are: CC1CCCN(C2OC(C(NC3C=CC(C4C=CC(C(O)=O)=CC=4)=CC=3)=O)=C(C(F)(F)F)N=2)C1.[CH3:35][CH:36]1[CH2:41][CH2:40][CH2:39][N:38]([C:42]2[O:43][C:44]([C:51]([NH:53][C:54]3[CH:59]=[CH:58][C:57]([C:60]4[C:61]([C:66]([N:68]5[CH2:72][CH2:71][CH2:70][C@H:69]5[C:73]([O:75]C)=[O:74])=[O:67])=[CH:62][CH:63]=[CH:64][CH:65]=4)=[CH:56][CH:55]=3)=[O:52])=[C:45]([C:47]([F:50])([F:49])[F:48])[N:46]=2)[CH2:37]1.